The task is: Predict the reaction yield, written as a fraction of the theoretical maximum amount of product (1.0 means a 100% yield; for example, 0.34 means a 34% yield).. This data is from Reaction yield outcomes from USPTO patents with 853,638 reactions. (1) The reactants are [CH2:1](N(CC)CC)C.O[C:9]1[CH:14]=[CH:13][C:12]([C:15]2[CH:20]=[CH:19][C:18]([C:21]([OH:23])=[O:22])=[CH:17][CH:16]=2)=[CH:11][CH:10]=1.C(=O)([O-])[O-].[K+].[K+].IC.CN([CH:35]=[O:36])C. The catalyst is C(Cl)Cl. The product is [CH3:1][O:23][C:21]([C:18]1[CH:19]=[CH:20][C:15]([C:12]2[CH:13]=[CH:14][C:9]([O:36][CH3:35])=[CH:10][CH:11]=2)=[CH:16][CH:17]=1)=[O:22]. The yield is 0.960. (2) The reactants are [SH:1][C:2]1[CH:12]=[CH:11][C:10]([Cl:13])=[CH:9][C:3]=1[C:4]([O:6]CC)=[O:5].[F-].C([N+:19]([CH2:28][CH2:29][CH2:30][CH3:31])([CH2:24][CH2:25][CH2:26][CH3:27])CCCC)CCC.[C:32]([O:35]CC)(=[O:34])C.O.[CH3:39]N(C)C=O. No catalyst specified. The product is [ClH:13].[C:4]([C:3]1[CH:9]=[C:10]([Cl:13])[CH:11]=[CH:12][C:2]=1[S:1][C@H:39]1[CH2:27][CH2:26][C@@H:25]2[C@H:30]([CH2:29][C@@H:28]([C:32]([OH:35])=[O:34])[NH:19][CH2:24]2)[CH2:31]1)([OH:6])=[O:5]. The yield is 0.170. (3) The reactants are [Cl:1][C:2]1[N:7]=[C:6]([NH:8][C:9]2[CH:18]=[CH:17][CH:16]=[CH:15][C:10]=2[C:11]([NH:13][CH3:14])=[O:12])[C:5]([N+:19]([O-:21])=[O:20])=[CH:4][N:3]=1.[NH2:22][C:23]1[CH:28]=[CH:27][C:26]([NH:29][C:30](=[O:32])[CH3:31])=[CH:25][CH:24]=1.Cl.C(OCC)C. The catalyst is CC(O)C. The product is [ClH:1].[C:30]([NH:29][C:26]1[CH:27]=[CH:28][C:23]([NH:22][C:2]2[N:7]=[C:6]([NH:8][C:9]3[CH:18]=[CH:17][CH:16]=[CH:15][C:10]=3[C:11]([NH:13][CH3:14])=[O:12])[C:5]([N+:19]([O-:21])=[O:20])=[CH:4][N:3]=2)=[CH:24][CH:25]=1)(=[O:32])[CH3:31]. The yield is 0.710.